This data is from Reaction yield outcomes from USPTO patents with 853,638 reactions. The task is: Predict the reaction yield, written as a fraction of the theoretical maximum amount of product (1.0 means a 100% yield; for example, 0.34 means a 34% yield). (1) The reactants are C12(CS(O)(=O)=O)C(C)(C)C(CC1)CC2=O.[CH2:16]([N:18]1[C:24]2[CH:25]=[CH:26][C:27]([NH2:29])=[CH:28][C:23]=2[O:22][CH2:21][CH2:20][CH2:19]1)[CH3:17].Cl[C:31]1[N:36]=[C:35]([NH:37][C:38]2[CH:43]=[CH:42][C:41]([N:44]3[CH2:49][CH2:48][O:47][CH2:46][CH2:45]3)=[CH:40][C:39]=2[O:50][CH3:51])[C:34]([Cl:52])=[CH:33][N:32]=1.C(=O)([O-])[O-]. The product is [Cl:52][C:34]1[C:35]([NH:37][C:38]2[CH:43]=[CH:42][C:41]([N:44]3[CH2:45][CH2:46][O:47][CH2:48][CH2:49]3)=[CH:40][C:39]=2[O:50][CH3:51])=[N:36][C:31]([NH:29][C:27]2[CH:26]=[CH:25][C:24]3[N:18]([CH2:16][CH3:17])[CH2:19][CH2:20][CH2:21][O:22][C:23]=3[CH:28]=2)=[N:32][CH:33]=1. The yield is 1.00. The catalyst is C(O)(C)C. (2) The reactants are [OH:1][C:2]1[CH:3]=[C:4]2[C:9](=[CH:10][CH:11]=1)[C:8](=[O:12])[CH2:7][CH2:6][CH2:5]2.C(=O)([O-])[O-].[K+].[K+].Br.Br[CH2:21][CH2:22][C:23]1[N:24]=[CH:25][NH:26][CH:27]=1.C(Cl)[Cl:29]. The catalyst is C(C#N)(C)=O.CN(C=O)C. The product is [ClH:29].[NH:26]1[CH:27]=[C:23]([CH2:22][CH2:21][O:1][C:2]2[CH:3]=[C:4]3[C:9](=[CH:10][CH:11]=2)[C:8](=[O:12])[CH2:7][CH2:6][CH2:5]3)[N:24]=[CH:25]1. The yield is 0.330.